This data is from Catalyst prediction with 721,799 reactions and 888 catalyst types from USPTO. The task is: Predict which catalyst facilitates the given reaction. (1) Reactant: [NH:1]1[C:5]2[CH:6]=[CH:7][C:8]([C:10]([OH:12])=O)=[CH:9][C:4]=2[N:3]=[CH:2]1.[CH2:13]1[C@@H:22]2[C@H:17]([CH2:18][CH2:19][C:20]3[CH:26]=[CH:25][CH:24]=[CH:23][C:21]=32)[NH:16][CH2:15][CH2:14]1.C(Cl)Cl.CO. Product: [NH:1]1[C:5]2[CH:6]=[CH:7][C:8]([C:10]([N:16]3[C@@H:17]4[C@H:22]([C:21]5[CH:23]=[CH:24][CH:25]=[CH:26][C:20]=5[CH2:19][CH2:18]4)[CH2:13][CH2:14][CH2:15]3)=[O:12])=[CH:9][C:4]=2[N:3]=[CH:2]1. The catalyst class is: 6. (2) Reactant: [C:1]1([CH2:10][C:11]#[N:12])[CH:6]=[CH:5][CH:4]=[CH:3][C:2]=1[CH2:7][C:8]#N. Product: [CH2:10]1[C:1]2[CH:6]=[CH:5][CH:4]=[CH:3][C:2]=2[CH2:7][CH2:8][NH:12][CH2:11]1. The catalyst class is: 171. (3) Reactant: Br[C:2]1[C:7](=[O:8])[N:6]([CH2:9][C:10]2[CH:15]=[CH:14][C:13]([O:16][CH3:17])=[CH:12][CH:11]=2)[N:5]=[C:4]([CH2:18][N:19]2[C:24](=[O:25])[C:23]([O:26][C:27]3[CH:28]=[C:29]([CH:32]=[C:33]([Cl:35])[CH:34]=3)[C:30]#[N:31])=[C:22]([C:36]([F:39])([F:38])[F:37])[N:21]=[CH:20]2)[CH:3]=1.[C:40]([O:44][CH2:45]C)(=[O:43])[CH:41]=[CH2:42].C(N(CC)CC)C.CC1C=CC=CC=1P(C1C=CC=CC=1C)C1C=CC=CC=1C. Product: [CH3:45][O:44][C:40](=[O:43])/[CH:41]=[CH:42]/[C:2]1[C:7](=[O:8])[N:6]([CH2:9][C:10]2[CH:11]=[CH:12][C:13]([O:16][CH3:17])=[CH:14][CH:15]=2)[N:5]=[C:4]([CH2:18][N:19]2[C:24](=[O:25])[C:23]([O:26][C:27]3[CH:28]=[C:29]([C:30]#[N:31])[CH:32]=[C:33]([Cl:35])[CH:34]=3)=[C:22]([C:36]([F:37])([F:38])[F:39])[N:21]=[CH:20]2)[CH:3]=1. The catalyst class is: 416. (4) Reactant: C(NC(C)C)(C)C.C([Li])CCC.[CH:13]1([C:17]([O:19][CH2:20][CH3:21])=[O:18])[CH2:16][CH2:15][CH2:14]1.[CH2:22](Br)[C:23]1[CH:28]=[CH:27][CH:26]=[CH:25][CH:24]=1. Product: [CH2:22]([C:13]1([C:17]([O:19][CH2:20][CH3:21])=[O:18])[CH2:16][CH2:15][CH2:14]1)[C:23]1[CH:28]=[CH:27][CH:26]=[CH:25][CH:24]=1. The catalyst class is: 7. (5) Reactant: [CH3:1][S:2]([C:5]1[CH:6]=[C:7]2[C:11](=[CH:12][CH:13]=1)[NH:10][C:9](=[O:14])[CH2:8]2)(=[O:4])=[O:3].[C:15]1([S:21]([C:24]2[C:25]([CH2:32][CH2:33][C:34]([OH:36])=[O:35])=[C:26]([CH:30]=O)[NH:27][C:28]=2[CH3:29])(=[O:23])=[O:22])[CH:20]=[CH:19][CH:18]=[CH:17][CH:16]=1.CC(O/N=C(/C(NCC=O)=O)\C1N=C(N)SC=1)(C(O)=O)C.N1CCCCC1. Product: [C:15]1([S:21]([C:24]2[C:25]([CH2:32][CH2:33][C:34]([OH:36])=[O:35])=[C:26](/[CH:30]=[C:8]3\[C:9](=[O:14])[NH:10][C:11]4[C:7]\3=[CH:6][C:5]([S:2]([CH3:1])(=[O:4])=[O:3])=[CH:13][CH:12]=4)[NH:27][C:28]=2[CH3:29])(=[O:22])=[O:23])[CH:16]=[CH:17][CH:18]=[CH:19][CH:20]=1. The catalyst class is: 8. (6) Reactant: [OH:1][CH:2]1[CH:6]([OH:7])[CH2:5][C:4]([CH3:19])([C:8]([NH:10][CH2:11][CH2:12][C:13]2[CH:18]=[CH:17][CH:16]=[CH:15][CH:14]=2)=[O:9])[CH2:3]1.I([O-])(=O)=O. Product: [CH3:19][C:4]([CH2:3][CH:2]=[O:1])([CH2:5][CH:6]=[O:7])[C:8]([NH:10][CH2:11][CH2:12][C:13]1[CH:18]=[CH:17][CH:16]=[CH:15][CH:14]=1)=[O:9]. The catalyst class is: 72.